This data is from Catalyst prediction with 721,799 reactions and 888 catalyst types from USPTO. The task is: Predict which catalyst facilitates the given reaction. (1) Reactant: Cl[C:2]1[CH:11]=[C:10]([S:12]([CH3:15])(=[O:14])=[O:13])[CH:9]=[CH:8][C:3]=1[C:4]([O:6][CH3:7])=[O:5].[C:16]1(B(O)O)[CH:21]=[CH:20][CH:19]=[CH:18][CH:17]=1.C([O-])([O-])=O.[Na+].[Na+]. Product: [CH3:15][S:12]([C:10]1[CH:11]=[C:2]([C:16]2[CH:21]=[CH:20][CH:19]=[CH:18][CH:17]=2)[C:3]([C:4]([O:6][CH3:7])=[O:5])=[CH:8][CH:9]=1)(=[O:14])=[O:13]. The catalyst class is: 276. (2) Reactant: [CH2:1]1[C:13]2[NH:12][C:11]3[C:6](=[CH:7][CH:8]=[CH:9][CH:10]=3)[C:5]=2[CH:4]([C:14]([NH2:16])=[O:15])[CH2:3][CH2:2]1.CCOCCOCCO. Product: [CH:1]1[C:13]2[NH:12][C:11]3[C:6](=[CH:7][CH:8]=[CH:9][CH:10]=3)[C:5]=2[C:4]([C:14]([NH2:16])=[O:15])=[CH:3][CH:2]=1. The catalyst class is: 45. (3) Reactant: I[C:2]1[CH:26]=[CH:25][CH:24]=[CH:23][C:3]=1[CH2:4][O:5][NH:6][C:7](=[O:22])[C:8]1[CH:13]=[CH:12][CH:11]=[CH:10][C:9]=1[NH:14][CH2:15][C:16]1[CH:21]=[CH:20][N:19]=[CH:18][CH:17]=1.[C:27]([O:30][CH2:31][CH2:32][O:33][CH2:34][C:35]#[CH:36])(=[O:29])[CH3:28]. Product: [N:19]1[CH:20]=[CH:21][C:16]([CH2:15][NH:14][C:9]2[CH:10]=[CH:11][CH:12]=[CH:13][C:8]=2[C:7]([NH:6][O:5][CH2:4][C:3]2[CH:23]=[CH:24][CH:25]=[CH:26][C:2]=2[C:36]#[C:35][CH2:34][O:33][CH2:32][CH2:31][O:30][C:27](=[O:29])[CH3:28])=[O:22])=[CH:17][CH:18]=1. The catalyst class is: 682.